Dataset: Full USPTO retrosynthesis dataset with 1.9M reactions from patents (1976-2016). Task: Predict the reactants needed to synthesize the given product. (1) The reactants are: [OH-].[NH4+].[NH2:3][C:4]1[N:12]=[C:11]([C:13]2[CH:18]=[CH:17][CH:16]=[CH:15][C:14]=2[Cl:19])[C:10]([C:20]2[CH:25]=[CH:24][C:23]([Cl:26])=[CH:22][CH:21]=2)=[CH:9][C:5]=1[C:6]([NH2:8])=O.S(=O)(=O)(O)O.ClC1C2C=C(C3C=CC(Cl)=CC=3)C(C3C=CC=CC=3Cl)=NC=2N=C(C(OCC)=O)N=1.ClOCC(OCC)=O.O=P(Cl)(Cl)Cl. Given the product [NH2:3][C:4]1[N:12]=[C:11]([C:13]2[CH:18]=[CH:17][CH:16]=[CH:15][C:14]=2[Cl:19])[C:10]([C:20]2[CH:25]=[CH:24][C:23]([Cl:26])=[CH:22][CH:21]=2)=[CH:9][C:5]=1[C:6]#[N:8], predict the reactants needed to synthesize it. (2) Given the product [NH2:27][C:21]1[O:22][CH2:23][C:24]([F:25])([F:26])[C@:19]([C:17]2[CH:18]=[C:13]([NH:12][C:9]([C:6]3[CH:5]=[CH:4][C:3]([C:1]#[N:2])=[CH:8][N:7]=3)=[O:11])[CH:14]=[CH:15][C:16]=2[F:29])([CH3:28])[N:20]=1, predict the reactants needed to synthesize it. The reactants are: [C:1]([C:3]1[CH:4]=[CH:5][C:6]([C:9]([OH:11])=O)=[N:7][CH:8]=1)#[N:2].[NH2:12][C:13]1[CH:14]=[CH:15][C:16]([F:29])=[C:17]([C@:19]2([CH3:28])[C:24]([F:26])([F:25])[CH2:23][O:22][C:21]([NH2:27])=[N:20]2)[CH:18]=1.